Dataset: Peptide-MHC class I binding affinity with 185,985 pairs from IEDB/IMGT. Task: Regression. Given a peptide amino acid sequence and an MHC pseudo amino acid sequence, predict their binding affinity value. This is MHC class I binding data. The peptide sequence is AEMVAKYDL. The MHC is HLA-B46:01 with pseudo-sequence HLA-B46:01. The binding affinity (normalized) is 0.0847.